From a dataset of NCI-60 drug combinations with 297,098 pairs across 59 cell lines. Regression. Given two drug SMILES strings and cell line genomic features, predict the synergy score measuring deviation from expected non-interaction effect. (1) Drug 1: CC1=C(C=C(C=C1)NC(=O)C2=CC=C(C=C2)CN3CCN(CC3)C)NC4=NC=CC(=N4)C5=CN=CC=C5. Drug 2: CCN(CC)CCNC(=O)C1=C(NC(=C1C)C=C2C3=C(C=CC(=C3)F)NC2=O)C. Cell line: MDA-MB-435. Synergy scores: CSS=0.154, Synergy_ZIP=-2.00, Synergy_Bliss=-1.75, Synergy_Loewe=-1.66, Synergy_HSA=-2.12. (2) Drug 1: CC1=C2C(C(=O)C3(C(CC4C(C3C(C(C2(C)C)(CC1OC(=O)C(C(C5=CC=CC=C5)NC(=O)OC(C)(C)C)O)O)OC(=O)C6=CC=CC=C6)(CO4)OC(=O)C)OC)C)OC. Drug 2: C1CCC(C(C1)N)N.C(=O)(C(=O)[O-])[O-].[Pt+4]. Cell line: SR. Synergy scores: CSS=96.1, Synergy_ZIP=13.7, Synergy_Bliss=13.5, Synergy_Loewe=12.5, Synergy_HSA=15.8. (3) Drug 1: CC1=C2C(C(=O)C3(C(CC4C(C3C(C(C2(C)C)(CC1OC(=O)C(C(C5=CC=CC=C5)NC(=O)OC(C)(C)C)O)O)OC(=O)C6=CC=CC=C6)(CO4)OC(=O)C)OC)C)OC. Drug 2: CC1C(C(CC(O1)OC2CC(CC3=C2C(=C4C(=C3O)C(=O)C5=C(C4=O)C(=CC=C5)OC)O)(C(=O)CO)O)N)O.Cl. Cell line: OVCAR-8. Synergy scores: CSS=42.8, Synergy_ZIP=-9.63, Synergy_Bliss=-10.9, Synergy_Loewe=-2.31, Synergy_HSA=-1.45. (4) Cell line: HCC-2998. Drug 2: CCC1(CC2CC(C3=C(CCN(C2)C1)C4=CC=CC=C4N3)(C5=C(C=C6C(=C5)C78CCN9C7C(C=CC9)(C(C(C8N6C)(C(=O)OC)O)OC(=O)C)CC)OC)C(=O)OC)O.OS(=O)(=O)O. Synergy scores: CSS=43.3, Synergy_ZIP=2.43, Synergy_Bliss=4.58, Synergy_Loewe=-10.9, Synergy_HSA=5.10. Drug 1: C1=C(C(=O)NC(=O)N1)N(CCCl)CCCl. (5) Drug 1: COCCOC1=C(C=C2C(=C1)C(=NC=N2)NC3=CC=CC(=C3)C#C)OCCOC. Drug 2: CCC1=C2CN3C(=CC4=C(C3=O)COC(=O)C4(CC)O)C2=NC5=C1C=C(C=C5)O. Cell line: SW-620. Synergy scores: CSS=61.9, Synergy_ZIP=14.4, Synergy_Bliss=13.3, Synergy_Loewe=3.68, Synergy_HSA=13.1. (6) Drug 1: CN(CCCl)CCCl.Cl. Drug 2: C1CN(CCN1C(=O)CCBr)C(=O)CCBr. Cell line: T-47D. Synergy scores: CSS=34.4, Synergy_ZIP=-5.17, Synergy_Bliss=0.937, Synergy_Loewe=-4.27, Synergy_HSA=0.944. (7) Synergy scores: CSS=21.9, Synergy_ZIP=-7.51, Synergy_Bliss=-1.95, Synergy_Loewe=-15.6, Synergy_HSA=-1.83. Cell line: 786-0. Drug 1: CC1C(C(CC(O1)OC2CC(CC3=C2C(=C4C(=C3O)C(=O)C5=C(C4=O)C(=CC=C5)OC)O)(C(=O)C)O)N)O.Cl. Drug 2: CCCS(=O)(=O)NC1=C(C(=C(C=C1)F)C(=O)C2=CNC3=C2C=C(C=N3)C4=CC=C(C=C4)Cl)F.